This data is from Catalyst prediction with 721,799 reactions and 888 catalyst types from USPTO. The task is: Predict which catalyst facilitates the given reaction. (1) Reactant: [F:1][C:2]1[CH:3]=[CH:4][C:5]2[NH:9][C:8](=[O:10])[N:7]([CH:11]3[CH2:16][CH2:15][N:14]([C:17]4([CH3:29])[CH2:21][CH2:20][N:19](C(OC(C)(C)C)=O)[CH2:18]4)[CH2:13][CH2:12]3)[C:6]=2[CH:30]=1.FC(F)(F)C(O)=O. Product: [F:1][C:2]1[CH:3]=[CH:4][C:5]2[NH:9][C:8](=[O:10])[N:7]([CH:11]3[CH2:16][CH2:15][N:14]([C:17]4([CH3:29])[CH2:21][CH2:20][NH:19][CH2:18]4)[CH2:13][CH2:12]3)[C:6]=2[CH:30]=1. The catalyst class is: 4. (2) Reactant: [CH:1]([N:4]1[C:16]2[CH:15]=[C:14]([C:17]([OH:19])=O)[CH:13]=[CH:12][C:11]=2[C:10]2[C:5]1=[CH:6][CH:7]=[CH:8][CH:9]=2)([CH3:3])[CH3:2].C1N=CN(C(N2C=NC=C2)=O)C=1.C(=O)(O)O.[NH2:36][C:37]([NH2:39])=[NH:38]. Product: [NH2:38][C:37]([NH2:39])=[N:36][C:17]([C:14]1[CH:13]=[CH:12][C:11]2[C:10]3[C:5](=[CH:6][CH:7]=[CH:8][CH:9]=3)[N:4]([CH:1]([CH3:3])[CH3:2])[C:16]=2[CH:15]=1)=[O:19]. The catalyst class is: 3. (3) Reactant: C(=O)([O-])[O-].[K+].[K+].[CH:7]1[CH:12]=[CH:11][C:10]([NH:13][C:14]2[CH:19]=[CH:18][CH:17]=[C:16]([OH:20])[CH:15]=2)=[CH:9][CH:8]=1.[CH2:21]([O:23][C:24]([C:26]1[C:27]2[S:35][CH:34]=[C:33]([CH2:36]Br)[C:28]=2[C:29]([Cl:32])=[N:30][CH:31]=1)=[O:25])[CH3:22]. Product: [CH2:21]([O:23][C:24]([C:26]1[C:27]2[S:35][CH:34]=[C:33]([CH2:36][O:20][C:16]3[CH:17]=[CH:18][CH:19]=[C:14]([NH:13][C:10]4[CH:9]=[CH:8][CH:7]=[CH:12][CH:11]=4)[CH:15]=3)[C:28]=2[C:29]([Cl:32])=[N:30][CH:31]=1)=[O:25])[CH3:22]. The catalyst class is: 213.